Dataset: Forward reaction prediction with 1.9M reactions from USPTO patents (1976-2016). Task: Predict the product of the given reaction. (1) Given the reactants [NH2:1][C:2]1[N:3]=[C:4]([NH:20][C@H:21]2[CH2:25][CH2:24][N:23]([C:26](OC(C)(C)C)=[O:27])[CH2:22]2)[C:5]2[N:10]=[C:9]([CH2:11][CH2:12][C:13]3[CH:18]=[CH:17][C:16]([F:19])=[CH:15][CH:14]=3)[S:8][C:6]=2[N:7]=1.FC(F)(F)C(O)=O.C(N(C(C)C)CC)(C)C.[Cl:49][C:50]1[CH:60]=[CH:59][C:53]([O:54][CH2:55]C(Cl)=O)=[CH:52][CH:51]=1, predict the reaction product. The product is: [NH2:1][C:2]1[N:3]=[C:4]([NH:20][C@H:21]2[CH2:25][CH2:24][N:23]([C:26](=[O:27])[CH2:55][O:54][C:53]3[CH:59]=[CH:60][C:50]([Cl:49])=[CH:51][CH:52]=3)[CH2:22]2)[C:5]2[N:10]=[C:9]([CH2:11][CH2:12][C:13]3[CH:14]=[CH:15][C:16]([F:19])=[CH:17][CH:18]=3)[S:8][C:6]=2[N:7]=1. (2) Given the reactants [CH3:1][N:2]([CH2:4][C:5]1[CH:10]=[C:9]([C:11]([OH:13])=O)[CH:8]=[CH:7][C:6]=1[C:14]1[CH:19]=[CH:18][CH:17]=[CH:16][C:15]=1[CH3:20])[CH3:3].O[N:22]=[C:23]([C:25]1[CH:30]=[CH:29][CH:28]=[C:27]([S:31]([CH3:34])(=[O:33])=[O:32])[CH:26]=1)[NH2:24], predict the reaction product. The product is: [CH3:3][N:2]([CH3:1])[CH2:4][C:5]1[CH:10]=[C:9]([C:11]2[O:13][N:24]=[C:23]([C:25]3[CH:30]=[CH:29][CH:28]=[C:27]([S:31]([CH3:34])(=[O:33])=[O:32])[CH:26]=3)[N:22]=2)[CH:8]=[CH:7][C:6]=1[C:14]1[CH:19]=[CH:18][CH:17]=[CH:16][C:15]=1[CH3:20]. (3) Given the reactants [C:1]1([NH:7][CH:8]2[CH2:13][CH2:12][N:11]([C:14]([O:16][CH2:17][C@@H:18]([N:20]([CH2:28][C:29]3[CH:34]=[CH:33][CH:32]=[CH:31][CH:30]=3)[CH2:21][C:22]3[CH:27]=[CH:26][CH:25]=[CH:24][CH:23]=3)[CH3:19])=[O:15])[CH2:10][CH2:9]2)[CH:6]=[CH:5][CH:4]=[CH:3][CH:2]=1.[C:35](Cl)(=[O:40])[C:36]([CH3:39])([CH3:38])[CH3:37], predict the reaction product. The product is: [C:1]1([N:7]([CH:8]2[CH2:13][CH2:12][N:11]([C:14]([O:16][CH2:17][C@@H:18]([N:20]([CH2:21][C:22]3[CH:23]=[CH:24][CH:25]=[CH:26][CH:27]=3)[CH2:28][C:29]3[CH:30]=[CH:31][CH:32]=[CH:33][CH:34]=3)[CH3:19])=[O:15])[CH2:10][CH2:9]2)[C:35](=[O:40])[C:36]([CH3:39])([CH3:38])[CH3:37])[CH:2]=[CH:3][CH:4]=[CH:5][CH:6]=1. (4) Given the reactants [I:1][C:2]1[C:10]2[C:5](=[CH:6][CH:7]=[C:8]([N+:11]([O-:13])=[O:12])[CH:9]=2)[NH:4][N:3]=1.[CH3:14][C:15]([O:18][C:19](O[C:19]([O:18][C:15]([CH3:17])([CH3:16])[CH3:14])=[O:20])=[O:20])([CH3:17])[CH3:16].[OH-].[Na+], predict the reaction product. The product is: [C:15]([O:18][C:19]([N:4]1[C:5]2[C:10](=[CH:9][C:8]([N+:11]([O-:13])=[O:12])=[CH:7][CH:6]=2)[C:2]([I:1])=[N:3]1)=[O:20])([CH3:17])([CH3:16])[CH3:14]. (5) Given the reactants C([Li])CCC.[CH3:6][Si:7]([C:10]#[CH:11])([CH3:9])[CH3:8].CN1C(=O)N(C)CCC1.I[CH2:22][CH2:23][CH2:24][CH2:25][C:26]1[CH:31]=[CH:30][C:29]([O:32][CH3:33])=[CH:28][CH:27]=1.[Cl-].[NH4+], predict the reaction product. The product is: [CH3:33][O:32][C:29]1[CH:30]=[CH:31][C:26]([CH2:25][CH2:24][CH2:23][CH2:22][C:11]#[C:10][Si:7]([CH3:9])([CH3:8])[CH3:6])=[CH:27][CH:28]=1. (6) Given the reactants [C:1]([O:5][C:6]([NH:8][C:9]1[O:17][C:16]2[C:11](=[N:12][CH:13]=[C:14]([C:18]3[CH2:19][CH2:20][O:21][CH2:22][CH:23]=3)[CH:15]=2)[C:10]=1[C:24]([O:26][CH2:27][CH3:28])=[O:25])=[O:7])([CH3:4])([CH3:3])[CH3:2], predict the reaction product. The product is: [C:1]([O:5][C:6]([NH:8][C:9]1[O:17][C:16]2[C:11](=[N:12][CH:13]=[C:14]([CH:18]3[CH2:19][CH2:20][O:21][CH2:22][CH2:23]3)[CH:15]=2)[C:10]=1[C:24]([O:26][CH2:27][CH3:28])=[O:25])=[O:7])([CH3:4])([CH3:3])[CH3:2]. (7) Given the reactants C([N:8]1[CH2:12][CH2:11][C@@H:10]([O:13][CH:14]([C:22]2[CH:27]=[CH:26][C:25]([Cl:28])=[CH:24][CH:23]=2)[C:15]2[CH:20]=[CH:19][C:18]([Cl:21])=[CH:17][CH:16]=2)[CH2:9]1)C1C=CC=CC=1.ClC(OC(Cl)C)=O, predict the reaction product. The product is: [Cl:21][C:18]1[CH:19]=[CH:20][C:15]([CH:14]([O:13][C@@H:10]2[CH2:11][CH2:12][NH:8][CH2:9]2)[C:22]2[CH:23]=[CH:24][C:25]([Cl:28])=[CH:26][CH:27]=2)=[CH:16][CH:17]=1. (8) The product is: [CH3:13][C:3]1[CH:4]=[C:5]([NH:8][S:9]([CH3:12])(=[O:11])=[O:10])[CH:6]=[CH:7][C:2]=1[B:14]1[O:18][C:17]([CH3:20])([CH3:19])[C:16]([CH3:22])([CH3:21])[O:15]1. Given the reactants Br[C:2]1[CH:7]=[CH:6][C:5]([NH:8][S:9]([CH3:12])(=[O:11])=[O:10])=[CH:4][C:3]=1[CH3:13].[B:14]1([B:14]2[O:18][C:17]([CH3:20])([CH3:19])[C:16]([CH3:22])([CH3:21])[O:15]2)[O:18][C:17]([CH3:20])([CH3:19])[C:16]([CH3:22])([CH3:21])[O:15]1.CC([O-])=O.[K+].N#N, predict the reaction product. (9) Given the reactants [N+:1]([C:4]1[C:5]([C:14]([NH2:16])=[O:15])=[N:6][N:7]2[CH2:12][CH2:11][CH2:10][C:9](=[O:13])[C:8]=12)([O-])=O.CO, predict the reaction product. The product is: [NH2:1][C:4]1[C:5]([C:14]([NH2:16])=[O:15])=[N:6][N:7]2[CH2:12][CH2:11][CH2:10][C:9](=[O:13])[C:8]=12. (10) Given the reactants [C:1]([CH:3]1[N:8]([CH3:9])[CH2:7][CH2:6][N:5]([C:10]([O:12][C:13]([CH3:16])([CH3:15])[CH3:14])=[O:11])[CH2:4]1)#[N:2].C(N(CC)CC)C, predict the reaction product. The product is: [NH2:2][CH2:1][CH:3]1[N:8]([CH3:9])[CH2:7][CH2:6][N:5]([C:10]([O:12][C:13]([CH3:16])([CH3:15])[CH3:14])=[O:11])[CH2:4]1.